From a dataset of Catalyst prediction with 721,799 reactions and 888 catalyst types from USPTO. Predict which catalyst facilitates the given reaction. (1) Reactant: [OH:1][C:2]1[CH:11]=[C:10]2[C:5]([C:6]([CH3:23])=[CH:7][N:8]([C:13]3[CH:14]=[C:15]([CH:19]=[CH:20][C:21]=3[CH3:22])[C:16]([OH:18])=[O:17])[C:9]2=[O:12])=[CH:4][CH:3]=1.C(=O)([O-])[O-].[K+].[K+].Br[CH2:31][CH2:32][Cl:33].[OH-].[Na+]. Product: [Cl:33][CH2:32][CH2:31][O:1][C:2]1[CH:11]=[C:10]2[C:5]([C:6]([CH3:23])=[CH:7][N:8]([C:13]3[CH:14]=[C:15]([CH:19]=[CH:20][C:21]=3[CH3:22])[C:16]([OH:18])=[O:17])[C:9]2=[O:12])=[CH:4][CH:3]=1. The catalyst class is: 3. (2) Reactant: [Li].[Br:2][C:3]1[CH:8]=[C:7]([F:9])[CH:6]=[CH:5][C:4]=1[C@@H:10]1[N:15]=[C:14]([C:16]2[S:17][CH:18]=[CH:19][N:20]=2)[NH:13][C:12]([CH2:21][N:22]2[CH2:27][CH2:26][O:25][CH2:24][C@H:23]2[C:28]([OH:30])=[O:29])=[C:11]1[C:31]([O:33][C@@H:34](C)[C:35](OC(C)C)=O)=[O:32]. Product: [Br:2][C:3]1[CH:8]=[C:7]([F:9])[CH:6]=[CH:5][C:4]=1[C@@H:10]1[N:15]=[C:14]([C:16]2[S:17][CH:18]=[CH:19][N:20]=2)[NH:13][C:12]([CH2:21][N:22]2[CH2:27][CH2:26][O:25][CH2:24][C@H:23]2[C:28]([OH:30])=[O:29])=[C:11]1[C:31]([O:33][CH2:34][CH3:35])=[O:32]. The catalyst class is: 8. (3) Reactant: [OH:1][CH2:2][CH2:3][NH:4][C:5]([C:7]1[N:8]([CH2:27][C:28]2[CH:33]=[CH:32][C:31]([C:34]([F:37])([F:36])[F:35])=[CH:30][CH:29]=2)[CH:9]=[C:10]([NH:12][C:13]([NH:15][C:16]2[CH:21]=[CH:20][C:19]([O:22][C:23]([F:26])([F:25])[F:24])=[CH:18][CH:17]=2)=[O:14])[N:11]=1)=[O:6].[CH2:38](N(CC)CC)C.BrC[C:47]([Cl:49])=O.[C:50](=[O:53])(O)[O-].[Na+]. Product: [Cl:49][CH2:47][C:50]([O:1][CH2:2][CH2:3][NH:4][C:5]([C:7]1[N:8]([CH2:27][C:28]2[CH:29]=[CH:30][C:31]([C:34]([F:36])([F:37])[F:35])=[CH:32][CH:33]=2)[CH:9]=[C:10]([NH:12][C:13]([NH:15][C:16]2[CH:21]=[CH:20][C:19]([O:22][C:23]([F:25])([F:24])[F:26])=[CH:18][C:17]=2[CH3:38])=[O:14])[N:11]=1)=[O:6])=[O:53]. The catalyst class is: 239. (4) Reactant: [CH3:1][C:2]1([C:11]([O:13][C:14]([CH3:17])([CH3:16])[CH3:15])=[O:12])[C:10]2[C:5](=[CH:6][CH:7]=[CH:8][CH:9]=2)[CH2:4][NH:3]1.Cl[CH2:19][C:20]1[C:25]([CH3:26])=[CH:24][C:23]([CH3:27])=[CH:22][C:21]=1[CH3:28].C(=O)([O-])[O-].[Cs+].[Cs+]. Product: [CH3:1][C:2]1([C:11]([O:13][C:14]([CH3:17])([CH3:16])[CH3:15])=[O:12])[C:10]2[C:5](=[CH:6][CH:7]=[CH:8][CH:9]=2)[CH2:4][N:3]1[CH2:19][C:20]1[C:25]([CH3:26])=[CH:24][C:23]([CH3:27])=[CH:22][C:21]=1[CH3:28]. The catalyst class is: 10. (5) Product: [CH3:1][O:2][C:3]1[CH:8]=[CH:7][CH:6]=[CH:5][C:4]=1[C:9]1[N:10]([S:33]([C:32]([F:45])([F:44])[F:31])(=[O:35])=[O:34])[CH:11]=[C:12]([CH:14]2[CH2:19][C:18]([CH3:21])([CH3:20])[O:17][C:16]([CH3:23])([CH3:22])[CH2:15]2)[N:13]=1. Reactant: [CH3:1][O:2][C:3]1[CH:8]=[CH:7][CH:6]=[CH:5][C:4]=1[C:9]1[NH:10][CH:11]=[C:12]([CH:14]2[CH2:19][C:18]([CH3:21])([CH3:20])[O:17][C:16]([CH3:23])([CH3:22])[CH2:15]2)[N:13]=1.C(N(CC)CC)C.[F:31][C:32]([F:45])([F:44])[S:33](O[S:33]([C:32]([F:45])([F:44])[F:31])(=[O:35])=[O:34])(=[O:35])=[O:34]. The catalyst class is: 2. (6) Reactant: [Cl:1][C:2]1[CH:3]=[CH:4][C:5]([NH2:8])=[N:6][CH:7]=1.[Br:9]Br.C(=O)(O)[O-].OS([O-])=O.[Na+]. Product: [Br:9][C:4]1[C:5]([NH2:8])=[N:6][CH:7]=[C:2]([Cl:1])[CH:3]=1. The catalyst class is: 22. (7) Reactant: [C:1]([OH:4])(=[S:3])[CH3:2].C(=O)([O-])[O-].[Na+].[Na+].Br[C@H:12]([CH2:16][CH:17]([CH3:19])[CH3:18])[C:13]([OH:15])=[O:14].C(OC(C)C)(C)C.C1(NC2CCCCC2)CCCCC1. Product: [C:1]([S:3][C@@H:12]([CH2:16][CH:17]([CH3:19])[CH3:18])[C:13]([OH:15])=[O:14])(=[O:4])[CH3:2]. The catalyst class is: 31.